This data is from CYP2D6 inhibition data for predicting drug metabolism from PubChem BioAssay. The task is: Regression/Classification. Given a drug SMILES string, predict its absorption, distribution, metabolism, or excretion properties. Task type varies by dataset: regression for continuous measurements (e.g., permeability, clearance, half-life) or binary classification for categorical outcomes (e.g., BBB penetration, CYP inhibition). Dataset: cyp2d6_veith. (1) The molecule is COc1cc(CN2CCN(C(=O)COc3ccccc3)CC2)cc(OC)c1OC. The result is 0 (non-inhibitor). (2) The drug is Cc1cnc(CNc2ncncc2-c2ccccc2C(F)(F)F)cn1. The result is 0 (non-inhibitor). (3) The compound is CCC1=C(C)CN(C(=O)NCCc2ccc(S(=O)(=O)NC(=O)NC3CCC(C)CC3)cc2)C1=O. The result is 0 (non-inhibitor). (4) The compound is COc1ccc(S(=O)(=O)N2CCCN(CC(=O)Nc3ccc4c(c3)OCO4)CC2)cc1. The result is 1 (inhibitor). (5) The drug is CN1Cc2ccccc2[C@@H]2c3cccc4[nH]cc(c34)C[C@H]21. The result is 0 (non-inhibitor). (6) The drug is NNC(=O)CCc1ccc2ccc3ccccc3c2c1. The result is 1 (inhibitor). (7) The drug is CC(C)Oc1ccc(CNC(=O)CC(c2ccccc2)c2cc(Cl)ccc2O)cc1. The result is 1 (inhibitor). (8) The molecule is CCCSc1nc(SCC(=O)NCc2ccccc2)c2c3c(sc2n1)COC(C)(C)C3. The result is 0 (non-inhibitor).